This data is from Catalyst prediction with 721,799 reactions and 888 catalyst types from USPTO. The task is: Predict which catalyst facilitates the given reaction. (1) Reactant: [H-].[Na+].[F:3][C:4]1[CH:5]=[CH:6][C:7]([SH:15])=[C:8]([CH:14]=1)[C:9]([O:11][CH2:12][CH3:13])=[O:10].I[CH2:17][CH2:18][CH2:19][C:20]([O:22][C:23]([CH3:26])([CH3:25])[CH3:24])=[O:21].O. Product: [C:23]([O:22][C:20](=[O:21])[CH2:19][CH2:18][CH2:17][S:15][C:7]1[CH:6]=[CH:5][C:4]([F:3])=[CH:14][C:8]=1[C:9]([O:11][CH2:12][CH3:13])=[O:10])([CH3:26])([CH3:25])[CH3:24]. The catalyst class is: 9. (2) Reactant: [C:1](=[N:14][NH2:15])(C1C=CC=CC=1)C1C=CC=CC=1.Cl[C:17]([O:19][CH2:20][C:21]1C=CC([N+]([O-])=O)=CC=1)=[O:18].CC[O:32]C(C)=O.CC[N:38]([CH:42](C)C)C(C)C. Product: [CH2:20]([O:19][C:17](=[O:18])[CH2:42][NH:38][C:1](=[O:32])[NH:14][NH2:15])[CH3:21]. The catalyst class is: 2. (3) Reactant: Cl[C:2]1[N:13]=[C:12]([C:14]([F:17])([F:16])[F:15])[CH:11]=[CH:10][C:3]=1[C:4]([N:6]([O:8][CH3:9])[CH3:7])=[O:5].[CH2:18]([NH:20][CH2:21][CH3:22])[CH3:19].C([O-])([O-])=O.[K+].[K+]. Product: [CH2:18]([N:20]([CH2:21][CH3:22])[C:2]1[N:13]=[C:12]([C:14]([F:17])([F:16])[F:15])[CH:11]=[CH:10][C:3]=1[C:4]([N:6]([O:8][CH3:9])[CH3:7])=[O:5])[CH3:19]. The catalyst class is: 31. (4) Reactant: [Cl:1][C:2]1[CH:8]=[C:7]([O:9][C:10]2[C:11]3[N:18]([CH3:19])[CH:17]=[CH:16][C:12]=3[N:13]=[CH:14][N:15]=2)[CH:6]=[CH:5][C:3]=1[NH2:4].C(N(CC)CC)C.ClC(Cl)(O[C:31](=[O:37])OC(Cl)(Cl)Cl)Cl.[C:39]([C:43]1[O:47][N:46]=[C:45]([NH2:48])[CH:44]=1)([CH3:42])([CH3:41])[CH3:40]. Product: [C:39]([C:43]1[O:47][N:46]=[C:45]([NH:48][C:31]([NH:4][C:3]2[CH:5]=[CH:6][C:7]([O:9][C:10]3[C:11]4[N:18]([CH3:19])[CH:17]=[CH:16][C:12]=4[N:13]=[CH:14][N:15]=3)=[CH:8][C:2]=2[Cl:1])=[O:37])[CH:44]=1)([CH3:42])([CH3:41])[CH3:40]. The catalyst class is: 46. (5) Reactant: [CH2:1]([CH:3]1[CH:6]([CH2:7][CH3:8])[C:5](=[O:9])[N:4]1S(Cl)(=O)=O)[CH3:2].C1(S)C=CC=CC=1.N1C=CC=CC=1.O. Product: [CH2:7]([CH:6]1[CH:3]([CH2:1][CH3:2])[NH:4][C:5]1=[O:9])[CH3:8]. The catalyst class is: 21. (6) Reactant: Br[CH2:2][C:3]([C:5]1[CH:12]=[CH:11][C:8]([C:9]#[N:10])=[CH:7][CH:6]=1)=O.[NH2:13][C:14]([NH2:16])=[S:15].CC([O-])=O.[Na+]. The catalyst class is: 14. Product: [NH2:16][C:14]1[S:15][CH:2]=[C:3]([C:5]2[CH:12]=[CH:11][C:8]([C:9]#[N:10])=[CH:7][CH:6]=2)[N:13]=1.